Predict the reaction yield, written as a fraction of the theoretical maximum amount of product (1.0 means a 100% yield; for example, 0.34 means a 34% yield). From a dataset of Reaction yield outcomes from USPTO patents with 853,638 reactions. (1) The reactants are FC(F)(F)S(O[C:7]1[C:11]2[CH2:12][N:13]([C:16](=[O:25])[NH:17][C:18]3[CH:23]=[CH:22][CH:21]=[C:20]([Cl:24])[CH:19]=3)[CH2:14][CH2:15][C:10]=2[NH:9][N:8]=1)(=O)=O.[C:28]1([CH3:37])[CH:33]=[CH:32][CH:31]=[C:30](B(O)O)[CH:29]=1.[O-]P([O-])([O-])=O.[K+].[K+].[K+].O. The catalyst is O1CCOCC1.C1C=CC(P(C2C=CC=CC=2)[C-]2C=CC=C2)=CC=1.C1C=CC(P(C2C=CC=CC=2)[C-]2C=CC=C2)=CC=1.Cl[Pd]Cl.[Fe+2].C1C=CC(P(C2C=CC=CC=2)[C-]2C=CC=C2)=CC=1.C1C=CC(P(C2C=CC=CC=2)[C-]2C=CC=C2)=CC=1.[Fe+2]. The product is [Cl:24][C:20]1[CH:19]=[C:18]([NH:17][C:16]([N:13]2[CH2:14][CH2:15][C:10]3[NH:9][N:8]=[C:7]([C:30]4[CH:29]=[C:28]([CH3:37])[CH:33]=[CH:32][CH:31]=4)[C:11]=3[CH2:12]2)=[O:25])[CH:23]=[CH:22][CH:21]=1. The yield is 0.145. (2) The reactants are [Cl:1][C:2]1[CH:3]=[C:4]2[C:8](=[CH:9][CH:10]=1)[N:7](C(OC(C)(C)C)=O)[C:6]([S:18]([CH2:21][CH2:22][C:23]([N:25]1[CH2:30][CH2:29][CH:28]([C:31]3[N:32]=[C:33]([CH3:36])[NH:34][CH:35]=3)[CH2:27][CH2:26]1)=[O:24])(=[O:20])=[O:19])=[CH:5]2. The catalyst is Cl. The product is [ClH:1].[Cl:1][C:2]1[CH:3]=[C:4]2[C:8](=[CH:9][CH:10]=1)[NH:7][C:6]([S:18]([CH2:21][CH2:22][C:23]([N:25]1[CH2:26][CH2:27][CH:28]([C:31]3[N:32]=[C:33]([CH3:36])[NH:34][CH:35]=3)[CH2:29][CH2:30]1)=[O:24])(=[O:20])=[O:19])=[CH:5]2. The yield is 0.870. (3) The reactants are [CH3:1][O:2][C:3](=[O:13])[C:4]1[CH:9]=[CH:8][C:7]([CH2:10][OH:11])=[CH:6][C:5]=1[NH2:12].[C:14](Cl)(=[O:16])[CH3:15]. The catalyst is O1CCOCC1. The product is [CH3:1][O:2][C:3](=[O:13])[C:4]1[CH:9]=[CH:8][C:7]([CH2:10][OH:11])=[CH:6][C:5]=1[NH:12][C:14](=[O:16])[CH3:15]. The yield is 0.732. (4) The reactants are [Br:1][C:2]1[C:3]([NH2:9])=[N:4][C:5](Cl)=[N:6][CH:7]=1.C(N(CC)C(C)C)(C)C.[N:19]1([C:25]([O:27][C:28]([CH3:31])([CH3:30])[CH3:29])=[O:26])[CH2:24][CH2:23][NH:22][CH2:21][CH2:20]1. No catalyst specified. The product is [NH2:9][C:3]1[C:2]([Br:1])=[CH:7][N:6]=[C:5]([N:22]2[CH2:21][CH2:20][N:19]([C:25]([O:27][C:28]([CH3:31])([CH3:30])[CH3:29])=[O:26])[CH2:24][CH2:23]2)[N:4]=1. The yield is 0.650. (5) The reactants are C1C=CC(P(C2C=CC=CC=2)C2C=CC=CC=2)=CC=1.CCN(CC)CC.I[C:28]1[CH:44]=[C:43]([O:45][CH3:46])[C:42]([O:47][CH3:48])=[CH:41][C:29]=1[C:30]([NH:32][CH2:33]/[CH:34]=[CH:35]\[C:36]([O:38][CH2:39][CH3:40])=[O:37])=[O:31]. The catalyst is CC#N.CC([O-])=O.CC([O-])=O.[Pd+2]. The product is [CH3:46][O:45][C:43]1[CH:44]=[C:28]2[C:29](=[CH:41][C:42]=1[O:47][CH3:48])[C:30](=[O:31])[NH:32][CH2:33]/[C:34]/2=[CH:35]\[C:36]([O:38][CH2:39][CH3:40])=[O:37]. The yield is 0.830. (6) The reactants are [CH3:1][O:2][C:3]1[CH:4]=[C:5]2[CH:11]=[CH:10][N:9]([S:12]([C:15]3[CH:20]=[CH:19][CH:18]=[CH:17][CH:16]=3)(=[O:14])=[O:13])[C:6]2=[N:7][CH:8]=1.[CH:21]([N-]C(C)C)(C)C.[Li+].C(NC(C)C)(C)C.CI. The catalyst is C1COCC1. The product is [CH3:1][O:2][C:3]1[CH:4]=[C:5]2[CH:11]=[C:10]([CH3:21])[N:9]([S:12]([C:15]3[CH:16]=[CH:17][CH:18]=[CH:19][CH:20]=3)(=[O:14])=[O:13])[C:6]2=[N:7][CH:8]=1. The yield is 0.850. (7) The reactants are [C:1]1([OH:7])[CH:6]=[CH:5][CH:4]=[CH:3][CH:2]=1.[Al+3].[Cl-].[Cl-].[Cl-].[F:12][C:13]([F:21])([F:20])[C:14]([C:16]([F:19])([F:18])[F:17])=[O:15]. The catalyst is ClCCCl. The product is [F:12][C:13]([F:21])([F:20])[C:14]([C:2]1[CH:3]=[CH:4][CH:5]=[CH:6][C:1]=1[OH:7])([OH:15])[C:16]([F:19])([F:18])[F:17]. The yield is 0.824.